From a dataset of Reaction yield outcomes from USPTO patents with 853,638 reactions. Predict the reaction yield, written as a fraction of the theoretical maximum amount of product (1.0 means a 100% yield; for example, 0.34 means a 34% yield). The reactants are [F:1][C:2]1[C:11]([N+:12]([O-])=O)=[CH:10][CH:9]=[C:8]([F:15])[C:3]=1[C:4]([O:6][CH3:7])=[O:5]. The catalyst is [Pd].CCO. The product is [NH2:12][C:11]1[C:2]([F:1])=[C:3]([C:8]([F:15])=[CH:9][CH:10]=1)[C:4]([O:6][CH3:7])=[O:5]. The yield is 0.990.